The task is: Regression. Given a target protein amino acid sequence and a drug SMILES string, predict the binding affinity score between them. We predict pIC50 (pIC50 = -log10(IC50 in M); higher means more potent). Dataset: bindingdb_ic50.. This data is from Drug-target binding data from BindingDB using IC50 measurements. The drug is O=C(NCCN1CCC2(CC1)C(=O)Oc1ccccc12)c1cnc2ccccc2c1. The target protein sequence is MSLKNEPRVNTSALQKIAADMSNIIENLDTRELHFEGEEVDYDVSPSDPKIQEVYIPFSAIYNTQGFKEPNIQTYLSGCPIKAQVLEVERFTSTTRVPSINLYTIELTHGEFKWQVKRKFKHFQEFHRELLKYKAFIRIPIPTRRHTFRRQNVREEPREMPSLPRSSENMIREEQFLGRRKQLEDYLTKILKMPMYRNYHATTEFLDISQLSFIHDLGPKGIEGMIMKRSGGHRIPGLNCCGQGRACYRWSKRWLIVKDSFLLYMKPDSGAIAFVLLVDKEFKIKVGKKETETKYGIRIDNLSRTLILKCNSYRHARWWGGAIEEFIQKHGTNFLKDHRFGSYAAIQENALAKWYVNAKGYFEDVANAMEEANEEIFITDWWLSPEIFLKRPVVEGNRWRLDCILKRKAQQGVRIFIMLYKEVELALGINSEYTKRTLMRLHPNIKVMRHPDHVSSTVYLWAHHEKLVIIDQSVAFVGGIDLAYGRWDDNEHRLTDVGSV.... The pIC50 is 4.7.